The task is: Regression. Given two drug SMILES strings and cell line genomic features, predict the synergy score measuring deviation from expected non-interaction effect.. This data is from NCI-60 drug combinations with 297,098 pairs across 59 cell lines. (1) Drug 1: C1=CC(=CC=C1CC(C(=O)O)N)N(CCCl)CCCl.Cl. Drug 2: COC1=NC(=NC2=C1N=CN2C3C(C(C(O3)CO)O)O)N. Cell line: HT29. Synergy scores: CSS=1.20, Synergy_ZIP=0.551, Synergy_Bliss=8.67, Synergy_Loewe=1.44, Synergy_HSA=1.44. (2) Drug 1: C1CCC(CC1)NC(=O)N(CCCl)N=O. Drug 2: CC(C)NC(=O)C1=CC=C(C=C1)CNNC.Cl. Cell line: NCIH23. Synergy scores: CSS=3.17, Synergy_ZIP=-6.89, Synergy_Bliss=-2.03, Synergy_Loewe=-6.60, Synergy_HSA=-2.33. (3) Drug 1: C1CN1P(=S)(N2CC2)N3CC3. Drug 2: C#CCC(CC1=CN=C2C(=N1)C(=NC(=N2)N)N)C3=CC=C(C=C3)C(=O)NC(CCC(=O)O)C(=O)O. Cell line: OVCAR-8. Synergy scores: CSS=55.4, Synergy_ZIP=-0.805, Synergy_Bliss=-2.20, Synergy_Loewe=-3.07, Synergy_HSA=-0.898. (4) Drug 1: COC1=C(C=C2C(=C1)N=CN=C2NC3=CC(=C(C=C3)F)Cl)OCCCN4CCOCC4. Drug 2: CC12CCC3C(C1CCC2OP(=O)(O)O)CCC4=C3C=CC(=C4)OC(=O)N(CCCl)CCCl.[Na+]. Cell line: CAKI-1. Synergy scores: CSS=20.9, Synergy_ZIP=-14.4, Synergy_Bliss=-14.0, Synergy_Loewe=-34.6, Synergy_HSA=-12.5. (5) Drug 1: C1CN(P(=O)(OC1)NCCCl)CCCl. Drug 2: COCCOC1=C(C=C2C(=C1)C(=NC=N2)NC3=CC=CC(=C3)C#C)OCCOC.Cl. Cell line: SK-MEL-28. Synergy scores: CSS=-2.35, Synergy_ZIP=-0.542, Synergy_Bliss=-2.89, Synergy_Loewe=-4.55, Synergy_HSA=-2.98. (6) Drug 1: CC1=C2C(C(=O)C3(C(CC4C(C3C(C(C2(C)C)(CC1OC(=O)C(C(C5=CC=CC=C5)NC(=O)OC(C)(C)C)O)O)OC(=O)C6=CC=CC=C6)(CO4)OC(=O)C)OC)C)OC. Drug 2: CC1CCC2CC(C(=CC=CC=CC(CC(C(=O)C(C(C(=CC(C(=O)CC(OC(=O)C3CCCCN3C(=O)C(=O)C1(O2)O)C(C)CC4CCC(C(C4)OC)O)C)C)O)OC)C)C)C)OC. Cell line: SNB-19. Synergy scores: CSS=52.3, Synergy_ZIP=1.34, Synergy_Bliss=0.773, Synergy_Loewe=2.40, Synergy_HSA=7.30. (7) Drug 1: CC1=C(C=C(C=C1)NC(=O)C2=CC=C(C=C2)CN3CCN(CC3)C)NC4=NC=CC(=N4)C5=CN=CC=C5. Drug 2: C(=O)(N)NO. Cell line: RXF 393. Synergy scores: CSS=-1.15, Synergy_ZIP=1.23, Synergy_Bliss=3.18, Synergy_Loewe=0.434, Synergy_HSA=0.751.